Task: Predict the reactants needed to synthesize the given product.. Dataset: Full USPTO retrosynthesis dataset with 1.9M reactions from patents (1976-2016) (1) Given the product [O:24]=[S:16]1(=[O:25])[C:17]2[CH:23]=[CH:22][CH:21]=[CH:20][C:18]=2[CH2:19][N:13]([C:4]2[CH:3]=[C:2]([N:36]3[CH2:37][C@@H:33]([N:30]4[CH2:31][CH2:32][N:27]([CH3:26])[CH2:28][CH2:29]4)[C@H:34]([OH:38])[CH2:35]3)[C:11]3[C:6](=[CH:7][CH:8]=[C:9]([CH3:12])[CH:10]=3)[N:5]=2)[CH2:14][CH2:15]1, predict the reactants needed to synthesize it. The reactants are: Cl[C:2]1[C:11]2[C:6](=[CH:7][CH:8]=[C:9]([CH3:12])[CH:10]=2)[N:5]=[C:4]([N:13]2[CH2:19][C:18]3[CH:20]=[CH:21][CH:22]=[CH:23][C:17]=3[S:16](=[O:25])(=[O:24])[CH2:15][CH2:14]2)[CH:3]=1.[CH3:26][N:27]1[CH2:32][CH2:31][N:30]([C@@H:33]2[CH2:37][NH:36][CH2:35][C@H:34]2[OH:38])[CH2:29][CH2:28]1. (2) Given the product [C:39]([N:42]1[CH2:47][CH2:46][N:45]([C:17]2[N:16]=[C:15]([C:23]3[CH:28]=[CH:27][CH:26]=[CH:25][C:24]=3[CH3:29])[C:12]3[C:13](=[O:14])[N:7]([CH2:6][C:5]4[CH:4]=[C:3]([C:2]([F:1])([F:38])[F:37])[CH:32]=[C:31]([C:33]([F:34])([F:36])[F:35])[CH:30]=4)[CH2:8][CH2:9][NH:10][C:11]=3[N:18]=2)[CH2:44][CH2:43]1)(=[O:41])[CH3:40], predict the reactants needed to synthesize it. The reactants are: [F:1][C:2]([F:38])([F:37])[C:3]1[CH:4]=[C:5]([CH:30]=[C:31]([C:33]([F:36])([F:35])[F:34])[CH:32]=1)[CH2:6][N:7]1[C:13](=[O:14])[C:12]2[C:15]([C:23]3[CH:28]=[CH:27][CH:26]=[CH:25][C:24]=3[CH3:29])=[N:16][C:17](S(C)(=O)=O)=[N:18][C:11]=2[NH:10][CH2:9][CH2:8]1.[C:39]([N:42]1[CH2:47][CH2:46][NH:45][CH2:44][CH2:43]1)(=[O:41])[CH3:40]. (3) Given the product [Cl:16][C:11]1[CH:10]=[C:9]([CH:14]=[CH:13][C:12]=1[F:15])[O:8][C:6]1[C:5]([CH3:17])=[CH:4][N:3]=[C:2]([NH:30][C:29]2[CH:28]=[CH:27][C:26]([CH2:25][N:22]3[CH2:21][CH2:20][N:19]([CH3:18])[CH2:24][CH2:23]3)=[CH:32][CH:31]=2)[N:7]=1, predict the reactants needed to synthesize it. The reactants are: Cl[C:2]1[N:7]=[C:6]([O:8][C:9]2[CH:14]=[CH:13][C:12]([F:15])=[C:11]([Cl:16])[CH:10]=2)[C:5]([CH3:17])=[CH:4][N:3]=1.[CH3:18][N:19]1[CH2:24][CH2:23][N:22]([CH2:25][C:26]2[CH:32]=[CH:31][C:29]([NH2:30])=[CH:28][CH:27]=2)[CH2:21][CH2:20]1.